From a dataset of NCI-60 drug combinations with 297,098 pairs across 59 cell lines. Regression. Given two drug SMILES strings and cell line genomic features, predict the synergy score measuring deviation from expected non-interaction effect. (1) Drug 1: CC1=CC2C(CCC3(C2CCC3(C(=O)C)OC(=O)C)C)C4(C1=CC(=O)CC4)C. Drug 2: C1=NNC2=C1C(=O)NC=N2. Cell line: A549. Synergy scores: CSS=12.5, Synergy_ZIP=-0.471, Synergy_Bliss=4.01, Synergy_Loewe=4.02, Synergy_HSA=4.60. (2) Drug 1: C1=C(C(=O)NC(=O)N1)F. Drug 2: CN(C(=O)NC(C=O)C(C(C(CO)O)O)O)N=O. Cell line: MDA-MB-231. Synergy scores: CSS=14.9, Synergy_ZIP=-9.94, Synergy_Bliss=-5.15, Synergy_Loewe=-2.52, Synergy_HSA=-1.91. (3) Drug 1: CC1=C(C(CCC1)(C)C)C=CC(=CC=CC(=CC(=O)O)C)C. Drug 2: C1CN(CCN1C(=O)CCBr)C(=O)CCBr. Cell line: MALME-3M. Synergy scores: CSS=23.1, Synergy_ZIP=-3.54, Synergy_Bliss=-1.57, Synergy_Loewe=-2.12, Synergy_HSA=2.01. (4) Drug 2: CC1=C2C(C(=O)C3(C(CC4C(C3C(C(C2(C)C)(CC1OC(=O)C(C(C5=CC=CC=C5)NC(=O)OC(C)(C)C)O)O)OC(=O)C6=CC=CC=C6)(CO4)OC(=O)C)O)C)O. Synergy scores: CSS=-12.4, Synergy_ZIP=2.59, Synergy_Bliss=-6.03, Synergy_Loewe=-16.3, Synergy_HSA=-17.5. Drug 1: CN1C(=O)N2C=NC(=C2N=N1)C(=O)N. Cell line: OVCAR-8. (5) Drug 1: C(CC(=O)O)C(=O)CN.Cl. Drug 2: C1CCC(C(C1)N)N.C(=O)(C(=O)[O-])[O-].[Pt+4]. Cell line: MDA-MB-435. Synergy scores: CSS=23.1, Synergy_ZIP=-5.55, Synergy_Bliss=-1.44, Synergy_Loewe=-65.7, Synergy_HSA=-2.22. (6) Cell line: UACC62. Synergy scores: CSS=35.5, Synergy_ZIP=-1.75, Synergy_Bliss=2.55, Synergy_Loewe=3.53, Synergy_HSA=5.54. Drug 1: C1CC2CC3=C(CC1C24CN(S(=O)(=O)N4)CC(F)(F)F)C=CC(=C3)C=CCN5CCC(CC5)C(F)(F)F. Drug 2: CC(C)(C1=NC(=CC=C1)N2C3=NC(=NC=C3C(=O)N2CC=C)NC4=CC=C(C=C4)N5CCN(CC5)C)O. (7) Drug 1: CC1=C2C(C(=O)C3(C(CC4C(C3C(C(C2(C)C)(CC1OC(=O)C(C(C5=CC=CC=C5)NC(=O)OC(C)(C)C)O)O)OC(=O)C6=CC=CC=C6)(CO4)OC(=O)C)OC)C)OC. Drug 2: CCC1=CC2CC(C3=C(CN(C2)C1)C4=CC=CC=C4N3)(C5=C(C=C6C(=C5)C78CCN9C7C(C=CC9)(C(C(C8N6C)(C(=O)OC)O)OC(=O)C)CC)OC)C(=O)OC.C(C(C(=O)O)O)(C(=O)O)O. Cell line: CAKI-1. Synergy scores: CSS=49.3, Synergy_ZIP=-4.68, Synergy_Bliss=-5.14, Synergy_Loewe=-1.19, Synergy_HSA=2.38.